This data is from Reaction yield outcomes from USPTO patents with 853,638 reactions. The task is: Predict the reaction yield, written as a fraction of the theoretical maximum amount of product (1.0 means a 100% yield; for example, 0.34 means a 34% yield). (1) The reactants are C(OC([NH:8][CH2:9][CH:10]1[CH2:15][CH2:14][N:13]([C:16]2[N:20]([CH3:21])[N:19]=[CH:18][C:17]=2[NH:22][C:23]([C:25]2[N:26]=[C:27](Br)[S:28][C:29]=2[NH:30]C(=O)OC(C)(C)C)=[O:24])[CH2:12][CH2:11]1)=O)CCC.[F:39][C:40]1[CH:41]=[CH:42][C:43]([C:49]([F:52])([F:51])[F:50])=[C:44](B(O)O)[CH:45]=1. No catalyst specified. The product is [NH2:30][C:29]1[S:28][C:27]([C:44]2[CH:45]=[C:40]([F:39])[CH:41]=[CH:42][C:43]=2[C:49]([F:50])([F:51])[F:52])=[N:26][C:25]=1[C:23]([NH:22][C:17]1[CH:18]=[N:19][N:20]([CH3:21])[C:16]=1[N:13]1[CH2:14][CH2:15][CH:10]([CH2:9][NH2:8])[CH2:11][CH2:12]1)=[O:24]. The yield is 0.550. (2) The reactants are [NH:1]1[CH2:5][CH:4]=[CH:3][CH2:2]1.[OH-].[Na+].[C:8](O[C:8]([O:10][C:11]([CH3:14])([CH3:13])[CH3:12])=[O:9])([O:10][C:11]([CH3:14])([CH3:13])[CH3:12])=[O:9]. The catalyst is O1CCOCC1.O. The product is [C:11]([O:10][C:8]([N:1]1[CH2:5][CH:4]=[CH:3][CH2:2]1)=[O:9])([CH3:14])([CH3:13])[CH3:12]. The yield is 0.960.